Task: Regression. Given two drug SMILES strings and cell line genomic features, predict the synergy score measuring deviation from expected non-interaction effect.. Dataset: NCI-60 drug combinations with 297,098 pairs across 59 cell lines (1) Drug 1: C1=C(C(=O)NC(=O)N1)F. Drug 2: C1CC(=O)NC(=O)C1N2C(=O)C3=CC=CC=C3C2=O. Cell line: MDA-MB-435. Synergy scores: CSS=34.9, Synergy_ZIP=13.4, Synergy_Bliss=6.71, Synergy_Loewe=2.96, Synergy_HSA=7.63. (2) Drug 1: C1=CC=C(C(=C1)C(C2=CC=C(C=C2)Cl)C(Cl)Cl)Cl. Drug 2: N.N.Cl[Pt+2]Cl. Cell line: OVCAR-4. Synergy scores: CSS=37.4, Synergy_ZIP=0.0443, Synergy_Bliss=-0.287, Synergy_Loewe=-28.0, Synergy_HSA=-1.06. (3) Drug 1: C1=CC(=CC=C1CCC2=CNC3=C2C(=O)NC(=N3)N)C(=O)NC(CCC(=O)O)C(=O)O. Drug 2: CC1=C(C(=O)C2=C(C1=O)N3CC4C(C3(C2COC(=O)N)OC)N4)N. Cell line: HS 578T. Synergy scores: CSS=27.5, Synergy_ZIP=3.00, Synergy_Bliss=8.52, Synergy_Loewe=7.73, Synergy_HSA=11.0. (4) Drug 1: CCC1=C2CN3C(=CC4=C(C3=O)COC(=O)C4(CC)O)C2=NC5=C1C=C(C=C5)O. Drug 2: C1CNP(=O)(OC1)N(CCCl)CCCl. Cell line: NCI-H226. Synergy scores: CSS=9.13, Synergy_ZIP=-1.65, Synergy_Bliss=2.39, Synergy_Loewe=5.21, Synergy_HSA=4.08. (5) Drug 1: CNC(=O)C1=CC=CC=C1SC2=CC3=C(C=C2)C(=NN3)C=CC4=CC=CC=N4. Drug 2: CC(CN1CC(=O)NC(=O)C1)N2CC(=O)NC(=O)C2. Cell line: HL-60(TB). Synergy scores: CSS=65.7, Synergy_ZIP=6.63, Synergy_Bliss=1.13, Synergy_Loewe=3.18, Synergy_HSA=3.46. (6) Drug 1: C1=CC(=CC=C1CC(C(=O)O)N)N(CCCl)CCCl.Cl. Drug 2: C1CN(CCN1C(=O)CCBr)C(=O)CCBr. Cell line: SF-295. Synergy scores: CSS=30.6, Synergy_ZIP=-6.77, Synergy_Bliss=0.817, Synergy_Loewe=1.39, Synergy_HSA=3.52. (7) Drug 1: CC=C1C(=O)NC(C(=O)OC2CC(=O)NC(C(=O)NC(CSSCCC=C2)C(=O)N1)C(C)C)C(C)C. Drug 2: CC1CCC2CC(C(=CC=CC=CC(CC(C(=O)C(C(C(=CC(C(=O)CC(OC(=O)C3CCCCN3C(=O)C(=O)C1(O2)O)C(C)CC4CCC(C(C4)OC)OCCO)C)C)O)OC)C)C)C)OC. Cell line: NCI-H460. Synergy scores: CSS=27.9, Synergy_ZIP=-3.02, Synergy_Bliss=-0.616, Synergy_Loewe=-1.08, Synergy_HSA=0.502. (8) Drug 1: CC1C(C(=O)NC(C(=O)N2CCCC2C(=O)N(CC(=O)N(C(C(=O)O1)C(C)C)C)C)C(C)C)NC(=O)C3=C4C(=C(C=C3)C)OC5=C(C(=O)C(=C(C5=N4)C(=O)NC6C(OC(=O)C(N(C(=O)CN(C(=O)C7CCCN7C(=O)C(NC6=O)C(C)C)C)C)C(C)C)C)N)C. Drug 2: C1C(C(OC1N2C=NC(=NC2=O)N)CO)O. Cell line: TK-10. Synergy scores: CSS=2.17, Synergy_ZIP=-2.25, Synergy_Bliss=0.194, Synergy_Loewe=-0.944, Synergy_HSA=-0.174. (9) Drug 1: CN(C)N=NC1=C(NC=N1)C(=O)N. Drug 2: C1C(C(OC1N2C=C(C(=O)NC2=O)F)CO)O. Cell line: SF-268. Synergy scores: CSS=7.07, Synergy_ZIP=-12.3, Synergy_Bliss=-13.2, Synergy_Loewe=-29.4, Synergy_HSA=-16.8.